From a dataset of KCNQ2 potassium channel screen with 302,405 compounds. Binary Classification. Given a drug SMILES string, predict its activity (active/inactive) in a high-throughput screening assay against a specified biological target. (1) The drug is s1c(Cc2ccc(cc2)C)c[nH]c1=S. The result is 1 (active). (2) The drug is S(Cc1nc(Nc2ccc(cc2)C)nc(n1)N)CCO. The result is 0 (inactive). (3) The compound is S1\C(C(=O)N(CCC(O)=O)C1=O)=C/c1cccnc1. The result is 0 (inactive). (4) The compound is O=C(Nc1cc([N+]([O-])=O)ccc1)C1C(CC=CC1)C(O)=O. The result is 0 (inactive). (5) The molecule is S(=O)(=O)(N1C(C1)c1ccccc1)c1ccccc1. The result is 0 (inactive).